Dataset: HIV replication inhibition screening data with 41,000+ compounds from the AIDS Antiviral Screen. Task: Binary Classification. Given a drug SMILES string, predict its activity (active/inactive) in a high-throughput screening assay against a specified biological target. (1) The compound is COC(=O)c1cc(=O)nc(NN=Cc2ccc(C)cc2)s1. The result is 0 (inactive). (2) The drug is O=C(O)C1CC(O)CN1C(=O)OCc1ccccc1. The result is 0 (inactive). (3) The molecule is CCOC(=O)c1c(-c2ccc(OC)cc2)ccn1C. The result is 0 (inactive). (4) The drug is COC(=O)CC1COC(C)(C)O1. The result is 0 (inactive).